This data is from Catalyst prediction with 721,799 reactions and 888 catalyst types from USPTO. The task is: Predict which catalyst facilitates the given reaction. (1) Reactant: [Cl:1][C:2]1[C:6]([CH3:7])=[CH:5][S:4][C:3]=1[C:8]1([C:13]([NH:15][NH:16][C:17](=[S:20])[NH:18][CH3:19])=O)[CH2:12][CH2:11][CH2:10][CH2:9]1.Cl. Product: [Cl:1][C:2]1[C:6]([CH3:7])=[CH:5][S:4][C:3]=1[C:8]1([C:13]2[N:18]([CH3:19])[C:17](=[S:20])[NH:16][N:15]=2)[CH2:12][CH2:11][CH2:10][CH2:9]1. The catalyst class is: 74. (2) Reactant: [CH:1]([C:4]1[CH:9]=[CH:8][C:7]([C:10]2[O:14][C:13]([C:15]3[CH:16]=[C:17]([CH:22]=[CH:23][CH:24]=3)[C:18]([O:20]C)=[O:19])=[N:12][N:11]=2)=[CH:6][CH:5]=1)([CH3:3])[CH3:2].[OH-].[Na+].C([O-])(O)=O.[Na+]. Product: [CH:1]([C:4]1[CH:5]=[CH:6][C:7]([C:10]2[O:14][C:13]([C:15]3[CH:16]=[C:17]([CH:22]=[CH:23][CH:24]=3)[C:18]([OH:20])=[O:19])=[N:12][N:11]=2)=[CH:8][CH:9]=1)([CH3:3])[CH3:2]. The catalyst class is: 1. (3) Reactant: [CH3:1][O:2][C:3](=[O:26])[CH2:4][C:5]1[C:14]([CH3:15])=[C:13](B2OC(C)(C)C(C)(C)O2)[C:12]2[C:7](=[CH:8][CH:9]=[C:10]([F:25])[CH:11]=2)[CH:6]=1.Br[C:28]1[CH:33]=[CH:32][C:31]([S:34][C:35]2[CH:40]=[CH:39][C:38]([Cl:41])=[CH:37][CH:36]=2)=[CH:30][CH:29]=1.C(=O)(O)[O-].[Na+].O. Product: [CH3:1][O:2][C:3](=[O:26])[CH2:4][C:5]1[C:14]([CH3:15])=[C:13]([C:28]2[CH:29]=[CH:30][C:31]([S:34][C:35]3[CH:40]=[CH:39][C:38]([Cl:41])=[CH:37][CH:36]=3)=[CH:32][CH:33]=2)[C:12]2[C:7](=[CH:8][CH:9]=[C:10]([F:25])[CH:11]=2)[CH:6]=1. The catalyst class is: 564. (4) Reactant: [C:14]1(P([C:14]2[CH:19]=[CH:18][CH:17]=[CH:16][CH:15]=2)[C:14]2[CH:19]=[CH:18][CH:17]=[CH:16][CH:15]=2)[CH:19]=[CH:18][CH:17]=[CH:16][CH:15]=1.N(C(OCC)=O)=NC(OCC)=O.[Si:32]([O:49][C@@H:50]1[CH2:66][C:65]2[C@@:53]([CH3:69])([CH:54]3[CH:62]([CH2:63][CH:64]=2)[CH:61]2[C@@:57]([CH3:68])([C@@H:58](O)[CH2:59][CH2:60]2)[CH2:56][CH2:55]3)[CH2:52][CH2:51]1)([C:45]([CH3:48])([CH3:47])[CH3:46])(C1C=CC=CC=1)[C:33]1[CH:38]=[CH:37][CH:36]=[CH:35][CH:34]=1.C1(P([N:84]=[N+:85]=[N-:86])(C2C=CC=CC=2)=O)C=CC=CC=1. Product: [N:84]([C@H:58]1[C@:57]2([CH3:68])[CH:61]([CH:62]3[CH:54]([CH2:55][CH2:56]2)[C@:53]2([CH3:69])[C:52]([CH2:51][C@@H:50]([O:49][Si:32]([C:45]([CH3:46])([CH3:47])[CH3:48])([C:14]4[CH:15]=[CH:16][CH:17]=[CH:18][CH:19]=4)[C:33]4[CH:34]=[CH:35][CH:36]=[CH:37][CH:38]=4)[CH2:66][CH2:65]2)=[CH:64][CH2:63]3)[CH2:60][CH2:59]1)=[N+:85]=[N-:86]. The catalyst class is: 1. (5) Reactant: [Cl:1][C:2]1[CH:18]=[N:17][CH:16]=[CH:15][C:3]=1[C:4]([NH:6][NH:7][C:8]1[CH:13]=[C:12]([I:14])[CH:11]=[CH:10][N:9]=1)=O.C1(P(C2C=CC=CC=2)C2C=CC=CC=2)C=CC=CC=1.C[Si](N=[N+]=[N-])(C)C.N(C(OCC)=O)=NC(OCC)=O.C1(C)C=CC=CC=1. Product: [Cl:1][C:2]1[CH:18]=[N:17][CH:16]=[CH:15][C:3]=1[C:4]1[N:9]2[CH:10]=[CH:11][C:12]([I:14])=[CH:13][C:8]2=[N:7][N:6]=1. The catalyst class is: 7. (6) Reactant: [CH3:1][O:2][C:3]1[CH:8]=[CH:7][C:6]([NH:9][C:10](=[S:27])[NH:11][CH2:12][CH2:13][NH:14][C:15](=[O:26])[C@H:16]([NH:19][C:20](=[O:25])[C:21]([F:24])([F:23])[F:22])[CH2:17][CH3:18])=[CH:5][CH:4]=1.[Br-].[Br-].[Br-].C([N+](C)(C)C)C1C=CC=CC=1.C([N+](C)(C)C)C1C=CC=CC=1.C([N+](C)(C)C)C1C=CC=CC=1. Product: [CH3:1][O:2][C:3]1[CH:4]=[CH:5][C:6]2[N:9]=[C:10]([NH:11][CH2:12][CH2:13][NH:14][C:15](=[O:26])[C@@H:16]([NH:19][C:20](=[O:25])[C:21]([F:22])([F:23])[F:24])[CH2:17][CH3:18])[S:27][C:7]=2[CH:8]=1. The catalyst class is: 2. (7) Reactant: [Br:1][C:2]1[CH:7]=[CH:6][C:5]([OH:8])=[CH:4][CH:3]=1.C1(P(C2C=CC=CC=2)C2C=CC=CC=2)C=CC=CC=1.O[CH2:29][CH2:30][N:31]1[CH2:36][CH2:35][O:34][CH2:33][CH2:32]1.N(C(OC(C)C)=O)=NC(OC(C)C)=O.Cl. Product: [Br:1][C:2]1[CH:7]=[CH:6][C:5]([O:8][CH2:29][CH2:30][N:31]2[CH2:36][CH2:35][O:34][CH2:33][CH2:32]2)=[CH:4][CH:3]=1. The catalyst class is: 1.